From a dataset of Forward reaction prediction with 1.9M reactions from USPTO patents (1976-2016). Predict the product of the given reaction. (1) Given the reactants [C:1]([C:4]1[CH:9]=[CH:8][C:7]([S:10]([NH:13][C:14]2[C:15]([Cl:21])=[N:16][CH:17]=[C:18]([Br:20])[CH:19]=2)(=[O:12])=[O:11])=[CH:6][CH:5]=1)(=[O:3])[CH3:2].[CH3:22][Mg]Br.N#N, predict the reaction product. The product is: [Br:20][C:18]1[CH:19]=[C:14]([NH:13][S:10]([C:7]2[CH:8]=[CH:9][C:4]([C:1]([OH:3])([CH3:22])[CH3:2])=[CH:5][CH:6]=2)(=[O:12])=[O:11])[C:15]([Cl:21])=[N:16][CH:17]=1. (2) Given the reactants [CH3:1][N:2]1[CH:6]=[CH:5][C:4]([NH:7][C:8]([C:10]2[C:14]3[N:15]=[C:16](Cl)[N:17]=[CH:18][C:13]=3[S:12][CH:11]=2)=[O:9])=[N:3]1.[NH2:20][C@@H:21]1[CH2:26][CH2:25][O:24][CH2:23][C@@H:22]1[NH:27][C:28](=[O:34])[O:29][C:30]([CH3:33])([CH3:32])[CH3:31].C(N(C(C)C)CC)(C)C, predict the reaction product. The product is: [C:30]([O:29][C:28](=[O:34])[NH:27][C@@H:22]1[C@H:21]([NH:20][C:16]2[N:17]=[CH:18][C:13]3[S:12][CH:11]=[C:10]([C:8](=[O:9])[NH:7][C:4]4[CH:5]=[CH:6][N:2]([CH3:1])[N:3]=4)[C:14]=3[N:15]=2)[CH2:26][CH2:25][O:24][CH2:23]1)([CH3:33])([CH3:31])[CH3:32]. (3) Given the reactants [Cl:1][C:2]1[CH:7]=[CH:6][CH:5]=[C:4]([Cl:8])[C:3]=1[C:9]1[C:22](=[O:23])[N:21]([CH3:24])[C:12]2[N:13]=[C:14](S(C)(=O)=O)[N:15]=[CH:16][C:11]=2[CH:10]=1.C([NH:32][CH2:33][CH:34]1[O:38][C:37]2[CH:39]=[CH:40][C:41]([NH2:43])=[CH:42][C:36]=2[O:35]1)(OC(C)(C)C)=O, predict the reaction product. The product is: [NH2:32][CH2:33][CH:34]1[O:38][C:37]2[CH:39]=[CH:40][C:41]([NH:43][C:14]3[N:15]=[CH:16][C:11]4[CH:10]=[C:9]([C:3]5[C:2]([Cl:1])=[CH:7][CH:6]=[CH:5][C:4]=5[Cl:8])[C:22](=[O:23])[N:21]([CH3:24])[C:12]=4[N:13]=3)=[CH:42][C:36]=2[O:35]1. (4) The product is: [F:1][C:2]1[CH:11]=[C:10]2[C:5]([C:6](=[N:32][C:31]#[N:30])[CH2:7][CH:8]([C:12]3[CH:17]=[CH:16][CH:15]=[CH:14][CH:13]=3)[O:9]2)=[CH:4][C:3]=1[C:19]1[C:20]([F:25])=[N:21][CH:22]=[CH:23][CH:24]=1. Given the reactants [F:1][C:2]1[CH:11]=[C:10]2[C:5]([C:6](=O)[CH2:7][CH:8]([C:12]3[CH:17]=[CH:16][CH:15]=[CH:14][CH:13]=3)[O:9]2)=[CH:4][C:3]=1[C:19]1[C:20]([F:25])=[N:21][CH:22]=[CH:23][CH:24]=1.C[Si]([N:30]=[C:31]=[N:32][Si](C)(C)C)(C)C, predict the reaction product. (5) Given the reactants CN(C=O)C.[C:6]([O:10][C:11](=[O:29])[NH:12][C@H:13]([C:17]1[NH:26][C:25](=[O:27])[C:24]2[C:19](=[CH:20][C:21]([Cl:28])=[CH:22][CH:23]=2)[N:18]=1)[CH:14]([CH3:16])[CH3:15])([CH3:9])([CH3:8])[CH3:7].[CH2:30](Br)[C:31]1[CH:36]=[CH:35][CH:34]=[CH:33][CH:32]=1.C(=O)([O-])[O-].[K+].[K+], predict the reaction product. The product is: [C:6]([O:10][C:11](=[O:29])[NH:12][C@H:13]([C:17]1[N:26]([CH2:30][C:31]2[CH:36]=[CH:35][CH:34]=[CH:33][CH:32]=2)[C:25](=[O:27])[C:24]2[C:19](=[CH:20][C:21]([Cl:28])=[CH:22][CH:23]=2)[N:18]=1)[CH:14]([CH3:16])[CH3:15])([CH3:8])([CH3:9])[CH3:7]. (6) Given the reactants [CH3:1]/[C:2](/[CH:27]=[CH:28]/[CH:29]=[C:30](/[CH:32]=[CH:33]/[C@@:34]1(O)[C:39]([CH3:41])([CH3:40])[CH2:38][C@H:37]([OH:42])[CH2:36][C@:35]1(O)[CH3:43])\[CH3:31])=[CH:3]\[CH:4]=[CH:5]\[CH:6]=[C:7](\[CH:9]=[CH:10]\[CH:11]=[C:12](\[CH:14]1O[C@:17]2([CH3:26])[CH2:19][C@@H:20]([OH:25])[CH2:21][C:22]([CH3:24])([CH3:23])[C:16]2=[CH:15]1)/[CH3:13])/[CH3:8].C/C(/C=C/C=C(/C=C/[C@@]1(O)C(C)(C)C[C@H](O)C[C@]1(O)C)\C)=C\C=C\C=C(\C=C\C=C(\C=C\[C@]12C(C)(C)C[C@H](O)C[C@@]1(C)O2)/C)/C.CC1[C@H](O)[C@@H](O)CC(C)(C)C=1/C=C/C(/C)=C/C=C/C(/C)=C/C=C/C=C(/C=C/C=C(/C=C/C([C@@]1(C)C(C)(C)C[C@H](O)C1)=O)\C)\C.CC1=CC(CC(C)(C)/C/1=C/C=C(/C=C/C=C(/C=C/C=C/C(/C)=C/C=C/C(/C)=C/C=C1\C(C)(C)CC(CC\1(O)C)=O)\C)\C)=O.CC1C[C@@H](O)CC(C)(C)C=1/C=C/C(/CO)=C/C=C/C(/C)=C/C=C/C=C(/C=C/C=C(/C=C/[C@@H]1C(C)(C)C[C@@H](O)C=C1C)\C)\C.CC1C[C@@H](O)CC(C)(C)C=1/C=C/C(/C)=C/C=C/C(/C)=C/C=C/C=C(/C=C/C=C(/C=C/[C@@H]1C(C)(C)C[C@@H](O)C=C1C)\C)\C.CC1[C@H](/C=C/C(/C)=C/C=C/C(/C)=C/C=C/C=C(/C=C/C=C(/C=C/[C@]23C(C)(C)C[C@H](O)C[C@@]2(C)O3)\C)\C)C(C)(C)C[C@@H](O)C=1.C/C(/C=C/C=C(/C=C/C12OC1(C)CCCC2(C)C)\C)=C\C=C\C=C(\C=C\C=C(/C1OC2(C)C(C(C)(C)CCC2)=C1)\C)/C.CC([C@@H]1[C@@]2(C)CC[C@@H]3[C@]4(C)C(=CC(CC4)=O)CC[C@H]3[C@@H]2CC1)=O.C/C(/C=C/C=C(/C=C/[C@]12C(C)(C)C[C@H](O)C[C@@]1(C)O2)\C)=C\C=C\C=C(\C=C\C=C(\C1O[C@]2(C)C[C@@H](O)CC(C)(C)C2=C1)/C)/C.CC(C)=CCC/C(/C)=C/C=C/C(/C)=C/C=C/C(/C)=C/C=C/C=C(\C)/C=C/C=C(\C)/C=C/C=C(\C)/CCC=C(C)C.C/C(/CC/C=C(\C)/CO)=C\C=C\C(\C)=C\C=C\C(\C)=C\C=C\C=C(/C)\C=C\C=C(/C)\C=C\C=C(/C)\CC/C=C(\C)/CO.CC(C)=CCC/C(/C)=C/C=C/C(/C)=C/C=C/C(/C)=C/C=C/C=C(/C=C/C=C(/C=C/C1OC1(CCC=C(C)C)C)\C)\C.CC(C)=CCC/C(/C)=C/C=C/C(/C)=C/C=C/C(/C)=C/C=C/C=C(/C=C/C=C(/C=C/C=C(/CC/C=C(/CO)\C)\C)\C)\C.CC(C)=CCC/C(/C)=C/CC/C(/C)=C/CC/C(/C)=C/CC/C=C(\C)/CC/C=C(\C)/CC/C=C(\C)/CCC=C(C)C, predict the reaction product. The product is: [CH3:26][C:17]1[C@H:16](/[CH:15]=[CH:14]/[C:12](/[CH3:13])=[CH:11]/[CH:10]=[CH:9]/[C:7](/[CH3:8])=[CH:6]/[CH:5]=[CH:4]/[CH:3]=[C:2](\[CH3:1])/[CH:27]=[CH:28]/[CH:29]=[C:30](\[CH3:31])/[CH:32]=[CH:33]/[C@H:34]2[C:35]([CH3:43])=[CH:36][C@H:37]([OH:42])[CH2:38][C:39]2([CH3:41])[CH3:40])[C:22]([CH3:24])([CH3:23])[CH2:21][C@@H:20]([OH:25])[CH:19]=1.